This data is from Reaction yield outcomes from USPTO patents with 853,638 reactions. The task is: Predict the reaction yield, written as a fraction of the theoretical maximum amount of product (1.0 means a 100% yield; for example, 0.34 means a 34% yield). (1) The reactants are C[O:2][C:3](=[O:27])[C@@H:4]([N:12]1[CH2:16][C:15]([O:17][C:18]2[C:23]([F:24])=[CH:22][CH:21]=[CH:20][C:19]=2[Cl:25])=[CH:14][C:13]1=[O:26])[CH2:5][CH:6]1[CH2:11][CH2:10][CH2:9][CH2:8][CH2:7]1.[OH-].[Li+].O.C(OCC)C. The catalyst is O1CCCC1. The product is [Cl:25][C:19]1[CH:20]=[CH:21][CH:22]=[C:23]([F:24])[C:18]=1[O:17][C:15]1[CH2:16][N:12]([C@@H:4]([CH2:5][CH:6]2[CH2:11][CH2:10][CH2:9][CH2:8][CH2:7]2)[C:3]([OH:27])=[O:2])[C:13](=[O:26])[CH:14]=1. The yield is 0.970. (2) The reactants are C(=O)([O-])O.[K+].Br[CH2:7][C:8]([NH:10][CH2:11][CH2:12][CH:13]=[CH2:14])=[O:9].[NH2:15][C@@H:16]([CH2:18][OH:19])[CH3:17].[C:20](O[C:20]([O:22][C:23]([CH3:26])([CH3:25])[CH3:24])=[O:21])([O:22][C:23]([CH3:26])([CH3:25])[CH3:24])=[O:21].C(N(CC)CC)C. The catalyst is C(#N)C. The product is [C:23]([O:22][C:20](=[O:21])[N:15]([CH2:7][C:8](=[O:9])[NH:10][CH2:11][CH2:12][CH:13]=[CH2:14])[C@H:16]([CH3:17])[CH2:18][OH:19])([CH3:26])([CH3:25])[CH3:24]. The yield is 0.800. (3) The reactants are ClC1C=CC(NC=C(C2ON=C(C)C=2)C(NC2C=CC(F)=CC=2)=O)=CC=1.C([O:29][C:30]1[CH:35]=[CH:34][C:33]([NH:36][CH:37]=[C:38]([C:49]2[O:53][N:52]=[C:51]([CH3:54])[CH:50]=2)[C:39]([NH:41][C:42]2[CH:47]=[CH:46][C:45]([F:48])=[CH:44][CH:43]=2)=[O:40])=[CH:32][CH:31]=1)C.ClC1C=CC(NC(=O)C(=CNC2C=CC=C(F)C=2)C2ON=C(C)C=2)=CC=1. No catalyst specified. The product is [F:48][C:45]1[CH:46]=[CH:47][C:42]([NH:41][C:39](=[O:40])[C:38](=[CH:37][NH:36][C:33]2[CH:32]=[CH:31][C:30]([OH:29])=[CH:35][CH:34]=2)[C:49]2[O:53][N:52]=[C:51]([CH3:54])[CH:50]=2)=[CH:43][CH:44]=1. The yield is 0.400.